The task is: Predict the product of the given reaction.. This data is from Forward reaction prediction with 1.9M reactions from USPTO patents (1976-2016). The product is: [Br:1][C:2]1[C:3]([Cl:12])=[C:4]([CH2:5][OH:6])[CH:9]=[CH:10][CH:11]=1. Given the reactants [Br:1][C:2]1[C:3]([Cl:12])=[C:4]([CH:9]=[CH:10][CH:11]=1)[C:5](OC)=[O:6].[Li+].[B-](CC)(CC)CC, predict the reaction product.